From a dataset of Catalyst prediction with 721,799 reactions and 888 catalyst types from USPTO. Predict which catalyst facilitates the given reaction. (1) Reactant: [Cl:1][C:2]1[CH:3]=[C:4]2[C:8](=[C:9]([C:11]([OH:13])=O)[CH:10]=1)[NH:7][CH:6]=[CH:5]2.CN(C(ON1N=NC2C=CC=CC1=2)=[N+](C)C)C.[B-](F)(F)(F)F.C(N(CC)C(C)C)(C)C.[C:45]([C:49]1[CH:66]=[CH:65][C:52]([CH2:53][NH:54][CH2:55][CH:56]([C:58]2[CH:63]=[CH:62][C:61]([Cl:64])=[CH:60][CH:59]=2)[F:57])=[CH:51][CH:50]=1)([CH3:48])([CH3:47])[CH3:46]. Product: [C:45]([C:49]1[CH:66]=[CH:65][C:52]([CH2:53][N:54]([CH2:55][CH:56]([C:58]2[CH:59]=[CH:60][C:61]([Cl:64])=[CH:62][CH:63]=2)[F:57])[C:11]([C:9]2[CH:10]=[C:2]([Cl:1])[CH:3]=[C:4]3[C:8]=2[NH:7][CH:6]=[CH:5]3)=[O:13])=[CH:51][CH:50]=1)([CH3:48])([CH3:46])[CH3:47]. The catalyst class is: 18. (2) Reactant: [CH2:1]([C:3]1[CH:7]=[C:6]([CH2:8][NH:9]C(=O)OC(C)(C)C)[O:5][N:4]=1)[CH3:2].[ClH:17]. Product: [ClH:17].[CH2:1]([C:3]1[CH:7]=[C:6]([CH2:8][NH2:9])[O:5][N:4]=1)[CH3:2]. The catalyst class is: 12. (3) Reactant: ClC1C=C(C=CC=1)C(OO)=[O:6].[CH3:12][O:13][C:14]1[CH:49]=[CH:48][C:17]2[NH:18][C:19](=[O:47])[N:20]([CH:23]3[CH2:28][CH2:27][N:26]([C:29]4[CH:34]=[C:33]([S:35][C:36]5[CH:45]=[C:44]([CH3:46])[C:39]6[NH:40][C:41](=[O:43])[O:42][C:38]=6[CH:37]=5)[N:32]=[CH:31][N:30]=4)[CH2:25][CH2:24]3)[CH2:21][CH2:22][C:16]=2[CH:15]=1. Product: [CH3:12][O:13][C:14]1[CH:49]=[CH:48][C:17]2[NH:18][C:19](=[O:47])[N:20]([CH:23]3[CH2:24][CH2:25][N:26]([C:29]4[CH:34]=[C:33]([S:35]([C:36]5[CH:45]=[C:44]([CH3:46])[C:39]6[NH:40][C:41](=[O:43])[O:42][C:38]=6[CH:37]=5)=[O:6])[N:32]=[CH:31][N:30]=4)[CH2:27][CH2:28]3)[CH2:21][CH2:22][C:16]=2[CH:15]=1. The catalyst class is: 98. (4) Reactant: [Br:1][C:2]1[CH:7]=[CH:6][C:5]([OH:8])=[C:4]([CH3:9])[CH:3]=1.C(=O)([O-])[O-].[Cs+].[Cs+].I[CH2:17][CH3:18]. Product: [Br:1][C:2]1[CH:7]=[CH:6][C:5]([O:8][CH2:17][CH3:18])=[C:4]([CH3:9])[CH:3]=1. The catalyst class is: 3. (5) Reactant: [CH3:1][O:2][C:3](=[O:15])[C:4]1[CH:9]=[CH:8][C:7]([O:10]C(=O)C)=[CH:6][C:5]=1[OH:14].OS(C(F)(F)F)(=O)=O.[C:24](Cl)(=[O:26])[CH3:25].CCOC(C)=O. Product: [CH3:1][O:2][C:3](=[O:15])[C:4]1[CH:9]=[C:8]([C:24](=[O:26])[CH3:25])[C:7]([OH:10])=[CH:6][C:5]=1[OH:14]. The catalyst class is: 6. (6) Reactant: [Li]CCCC.[C:6](=[O:8])=O.[NH:9]1[CH2:14][CH2:13][CH2:12][CH2:11][CH2:10]1.CN(C(ON1N=N[C:25]2[CH:26]=[CH:27][CH:28]=N[C:24]1=2)=[N+](C)C)C.F[P-](F)(F)(F)(F)F.[CH2:39]1C[O:42][CH2:41][CH2:40]1. Product: [OH:42][CH2:41][C:40]1[CH:39]=[CH:28][C:27]([C:6]([N:9]2[CH2:14][CH2:13][CH2:12][CH2:11][CH2:10]2)=[O:8])=[CH:26][C:25]=1[CH3:24]. The catalyst class is: 18.